Dataset: Reaction yield outcomes from USPTO patents with 853,638 reactions. Task: Predict the reaction yield, written as a fraction of the theoretical maximum amount of product (1.0 means a 100% yield; for example, 0.34 means a 34% yield). (1) The reactants are [N:1]([CH2:4][CH2:5][OH:6])=[N+:2]=[N-:3].CN(C)C=O.[C:12]([N:15]1[C:24]2[C:19](=[CH:20][C:21]([C:25]#[CH:26])=[CH:22][CH:23]=2)[C@H:18]([NH:27][C:28](=[O:34])[O:29][C:30]([CH3:33])([CH3:32])[CH3:31])[CH2:17][C@@H:16]1[CH3:35])(=[O:14])[CH3:13]. The catalyst is [Cu]I.CO. The product is [C:12]([N:15]1[C:24]2[C:19](=[CH:20][C:21]([C:25]3[N:3]=[N:2][N:1]([CH2:4][CH2:5][OH:6])[CH:26]=3)=[CH:22][CH:23]=2)[C@H:18]([NH:27][C:28](=[O:34])[O:29][C:30]([CH3:33])([CH3:32])[CH3:31])[CH2:17][C@@H:16]1[CH3:35])(=[O:14])[CH3:13]. The yield is 0.830. (2) The reactants are [OH:1][C:2]1[CH:3]=[C:4]([CH:7]=[CH:8][C:9]=1[O:10][CH3:11])[CH:5]=[O:6].[CH:12]1[CH:17]=CC(P([C:12]2[CH:17]=CC=[CH:14][CH:13]=2)[C:12]2[CH:17]=CC=[CH:14][CH:13]=2)=[CH:14][CH:13]=1.C[C@H](O)CC. The catalyst is C(Cl)Cl. The product is [C@H:12]([O:1][C:2]1[CH:3]=[C:4]([CH:7]=[CH:8][C:9]=1[O:10][CH3:11])[CH:5]=[O:6])([CH2:13][CH3:14])[CH3:17]. The yield is 0.440. (3) The reactants are [F:1][C:2]1[N:7]=[C:6]([I:8])[C:5]([OH:9])=[CH:4][CH:3]=1.CI.[C:12](=O)([O-])[O-].[K+].[K+]. The catalyst is C(#N)C. The product is [F:1][C:2]1[N:7]=[C:6]([I:8])[C:5]([O:9][CH3:12])=[CH:4][CH:3]=1. The yield is 1.00. (4) The reactants are [NH2:1][C:2]1[N:3]=[CH:4][C:5]([C:15]2[CH:20]=[CH:19][C:18]([OH:21])=[CH:17][CH:16]=2)=[N:6][C:7]=1[CH2:8][C:9]1[CH:14]=[CH:13][CH:12]=[CH:11][CH:10]=1.[Na+].O=[C:24]([CH2:28][CH2:29][CH2:30][CH3:31])[C:25]([O-:27])=[O:26]. The catalyst is C(O)C.C(O)(=O)C.[Pd]. The product is [CH2:8]([C:7]1[C:2]([NH:1][CH:24]([CH2:28][CH2:29][CH2:30][CH3:31])[C:25]([OH:27])=[O:26])=[N:3][CH:4]=[C:5]([C:15]2[CH:16]=[CH:17][C:18]([OH:21])=[CH:19][CH:20]=2)[N:6]=1)[C:9]1[CH:10]=[CH:11][CH:12]=[CH:13][CH:14]=1. The yield is 0.460. (5) The reactants are Br[C:2]1[C:10]2[O:9][CH2:8][C:7]([CH3:12])([CH3:11])[C:6]=2[CH:5]=[C:4]([CH2:13][CH:14]([CH3:16])[CH3:15])[CH:3]=1.[Li]CCCC.C([O:25][B:26](OC(C)C)[O:27]C(C)C)(C)C.Cl. The catalyst is C1COCC1.C(OCC)(=O)C. The product is [CH2:13]([C:4]1[CH:3]=[C:2]([B:26]([OH:27])[OH:25])[C:10]2[O:9][CH2:8][C:7]([CH3:12])([CH3:11])[C:6]=2[CH:5]=1)[CH:14]([CH3:16])[CH3:15]. The yield is 0.460. (6) The reactants are [C:1]([C:3](=[C:9]([CH3:11])[CH3:10])[C:4]([O:6][CH2:7][CH3:8])=[O:5])#[N:2].[ClH:12]. The catalyst is CCO.O=[Pt]=O. The product is [ClH:12].[NH2:2][CH2:1][CH:3]([CH:9]([CH3:10])[CH3:11])[C:4]([O:6][CH2:7][CH3:8])=[O:5]. The yield is 1.00. (7) The reactants are [Cl:1][C:2]1[CH:3]=[C:4]([N:8]2[CH2:13][CH2:12][NH:11][CH2:10][CH2:9]2)[CH:5]=[CH:6][CH:7]=1.Cl[CH2:15][CH2:16][C:17]([O:19][CH3:20])=[O:18].C(=O)([O-])[O-].[Cs+].[Cs+]. The catalyst is CN(C)C=O. The product is [CH3:20][O:19][C:17](=[O:18])[CH2:16][CH2:15][N:11]1[CH2:12][CH2:13][N:8]([C:4]2[CH:5]=[CH:6][CH:7]=[C:2]([Cl:1])[CH:3]=2)[CH2:9][CH2:10]1. The yield is 0.640. (8) The reactants are [CH3:1][S:2]([C:5]1[CH:11]=[CH:10][C:8]([NH2:9])=[CH:7][CH:6]=1)(=[O:4])=[O:3].P(=O)(O)(O)O.[N+]([O-])(O)=O.[N:21]([O-])=O.[Na+].[CH3:25][C:26](=[O:31])[CH2:27][C:28](=[O:30])[CH3:29].C([O-])(=O)C.[K+].C([O-])([O-])=O.[Na+].[Na+]. The catalyst is C(O)C. The product is [CH3:1][S:2]([C:5]1[CH:11]=[CH:10][C:8]([NH:9][N:21]=[C:27]([C:26](=[O:31])[CH3:25])[C:28](=[O:30])[CH3:29])=[CH:7][CH:6]=1)(=[O:3])=[O:4]. The yield is 0.950. (9) The reactants are [CH2:1]([O:8][C@@H:9]1[C@@H:14]([O:15][CH2:16][C:17]2[CH:22]=[CH:21][CH:20]=[CH:19][CH:18]=2)[C@@H:13]([O:23][CH2:24][C:25]2[CH:30]=[CH:29][CH:28]=[CH:27][CH:26]=2)[C@@H:12]([CH2:31][O:32][CH2:33][C:34]2[CH:39]=[CH:38][CH:37]=[CH:36][CH:35]=2)[O:11][C@:10]21[C:47]1[CH:46]=[C:45]3[C:48]([C:55]4[CH:60]=[CH:59][C:58]([CH2:61][CH3:62])=[CH:57][CH:56]=4)=[C:49]([Si](C)(C)C)[S:50][C:44]3=[CH:43][C:42]=1[CH2:41][O:40]2)[C:2]1[CH:7]=[CH:6][CH:5]=[CH:4][CH:3]=1.[F-].C([N+](CCCC)(CCCC)CCCC)CCC.O1CCCC1.[Cl-].[NH4+]. The catalyst is O1CCCC1. The product is [CH2:1]([O:8][C@@H:9]1[C@@H:14]([O:15][CH2:16][C:17]2[CH:22]=[CH:21][CH:20]=[CH:19][CH:18]=2)[C@@H:13]([O:23][CH2:24][C:25]2[CH:26]=[CH:27][CH:28]=[CH:29][CH:30]=2)[C@@H:12]([CH2:31][O:32][CH2:33][C:34]2[CH:39]=[CH:38][CH:37]=[CH:36][CH:35]=2)[O:11][C@:10]21[C:47]1[CH:46]=[C:45]3[C:48]([C:55]4[CH:56]=[CH:57][C:58]([CH2:61][CH3:62])=[CH:59][CH:60]=4)=[CH:49][S:50][C:44]3=[CH:43][C:42]=1[CH2:41][O:40]2)[C:2]1[CH:7]=[CH:6][CH:5]=[CH:4][CH:3]=1. The yield is 0.980. (10) The reactants are Br[C:2]1[CH:3]=[CH:4][C:5]([CH2:8][O:9][Si:10]([C:13]([CH3:16])([CH3:15])[CH3:14])([CH3:12])[CH3:11])=[N:6][CH:7]=1.O.[CH3:18][N:19]1CCCC1=O. The catalyst is [C-]#N.[Zn+2].[C-]#N.C1C=CC(/C=C/C(/C=C/C2C=CC=CC=2)=O)=CC=1.C1C=CC(/C=C/C(/C=C/C2C=CC=CC=2)=O)=CC=1.[Pd].C1(P(C2C=CC=CC=2)[C-]2C=CC=C2)C=CC=CC=1.[C-]1(P(C2C=CC=CC=2)C2C=CC=CC=2)C=CC=C1.[Fe+2]. The product is [Si:10]([O:9][CH2:8][C:5]1[CH:4]=[CH:3][C:2]([C:18]#[N:19])=[CH:7][N:6]=1)([C:13]([CH3:16])([CH3:15])[CH3:14])([CH3:12])[CH3:11]. The yield is 0.930.